The task is: Predict which catalyst facilitates the given reaction.. This data is from Catalyst prediction with 721,799 reactions and 888 catalyst types from USPTO. (1) Reactant: [C:1]([OH:10])(=[O:9])[C@@H:2]([C@H:4]([C:6]([OH:8])=[O:7])[OH:5])[OH:3].[Cl:11][C:12]1[CH:32]=[C:31]([Cl:33])[CH:30]=[CH:29][C:13]=1[CH2:14][N:15]([CH:23]1[CH2:28][CH2:27][NH:26][CH2:25][CH2:24]1)[CH2:16][CH2:17][O:18][C:19]([F:22])([F:21])[F:20]. Product: [C:6]([C@@H:4]([C@H:2]([C:1]([OH:10])=[O:9])[OH:3])[OH:5])([OH:8])=[O:7].[F:22][C:19]([F:20])([F:21])[O:18][CH2:17][CH2:16][N:15]([CH2:14][C:13]1[CH:29]=[CH:30][C:31]([Cl:33])=[CH:32][C:12]=1[Cl:11])[CH:23]1[CH2:24][CH2:25][NH:26][CH2:27][CH2:28]1. The catalyst class is: 5. (2) Product: [C:24]([NH:28][S:2]([C:5]1[CH:6]=[C:7]([C:11]([O:13][CH3:14])=[O:12])[N:8]([CH3:10])[CH:9]=1)(=[O:4])=[O:3])([CH3:27])([CH3:26])[CH3:25]. The catalyst class is: 10. Reactant: Cl[S:2]([C:5]1[CH:6]=[C:7]([C:11]([O:13][CH3:14])=[O:12])[N:8]([CH3:10])[CH:9]=1)(=[O:4])=[O:3].C(N(C(C)C)CC)(C)C.[C:24]([NH2:28])([CH3:27])([CH3:26])[CH3:25]. (3) Reactant: [NH2:1][C:2]1[CH:7]=[C:6]([N+:8]([O-:10])=[O:9])[CH:5]=[CH:4][C:3]=1[OH:11].Br[C:13]([CH3:20])([CH3:19])[C:14](OCC)=[O:15].C([O-])([O-])=O.[K+].[K+]. Product: [CH3:19][C:13]1([CH3:20])[O:11][C:3]2[CH:4]=[CH:5][C:6]([N+:8]([O-:10])=[O:9])=[CH:7][C:2]=2[NH:1][C:14]1=[O:15]. The catalyst class is: 303. (4) Reactant: [Cl:1][C:2]1[CH:26]=[CH:25][C:5]([O:6][CH2:7][C:8]2[NH:9][C:10]3[C:16]([O:17][CH2:18][C:19]4[CH:24]=[CH:23][CH:22]=[CH:21][CH:20]=4)=[CH:15][CH:14]=[CH:13][C:11]=3[N:12]=2)=[CH:4][CH:3]=1.[H-].[Na+].[C:29]([O:33][C:34]([N:36]1[CH2:41][CH2:40][CH:39]([CH2:42][CH2:43][CH2:44]Br)[CH2:38][CH2:37]1)=[O:35])([CH3:32])([CH3:31])[CH3:30]. Product: [Cl:1][C:2]1[CH:3]=[CH:4][C:5]([O:6][CH2:7][C:8]2[N:12]([CH2:44][CH2:43][CH2:42][CH:39]3[CH2:40][CH2:41][N:36]([C:34]([O:33][C:29]([CH3:30])([CH3:32])[CH3:31])=[O:35])[CH2:37][CH2:38]3)[C:11]3[CH:13]=[CH:14][CH:15]=[C:16]([O:17][CH2:18][C:19]4[CH:20]=[CH:21][CH:22]=[CH:23][CH:24]=4)[C:10]=3[N:9]=2)=[CH:25][CH:26]=1. The catalyst class is: 9. (5) Reactant: ClC(Cl)(Cl)C([N:5]1[CH2:10][CH2:9][N:8]([C:11]2[CH:20]=[C:19]([S:21]([N:24]3[C:32]4[C:27](=[CH:28][C:29]([Cl:33])=[CH:30][CH:31]=4)[C:26]([CH:34]([F:36])[F:35])=[CH:25]3)(=[O:23])=[O:22])[C:18]3[C:13](=[CH:14][CH:15]=[CH:16][CH:17]=3)[C:12]=2[O:37][CH3:38])[CH2:7][CH2:6]1)=O.[OH-].[K+]. Product: [Cl:33][C:29]1[CH:28]=[C:27]2[C:32](=[CH:31][CH:30]=1)[N:24]([S:21]([C:19]1[C:18]3[C:13](=[CH:14][CH:15]=[CH:16][CH:17]=3)[C:12]([O:37][CH3:38])=[C:11]([N:8]3[CH2:9][CH2:10][NH:5][CH2:6][CH2:7]3)[CH:20]=1)(=[O:23])=[O:22])[CH:25]=[C:26]2[CH:34]([F:35])[F:36]. The catalyst class is: 1. (6) Reactant: [CH3:1][C:2]1([CH3:25])[C:10]2[C:5](=[N:6][CH:7]=[CH:8][N:9]=2)[N:4]([CH:11]2[CH2:16][CH2:15][N:14](C(OC(C)(C)C)=O)[CH2:13][CH2:12]2)[C:3]1=[O:24].[ClH:26]. Product: [ClH:26].[CH3:1][C:2]1([CH3:25])[C:10]2[C:5](=[N:6][CH:7]=[CH:8][N:9]=2)[N:4]([CH:11]2[CH2:16][CH2:15][NH:14][CH2:13][CH2:12]2)[C:3]1=[O:24]. The catalyst class is: 25. (7) Reactant: [C:1]([C:3]1[CH:4]=[N:5][CH:6]=[N:7][CH:8]=1)#[N:2].C[O-].[Na+].[C:12](O)(=[O:14])C. Product: [CH3:12][O:14][C:1]([C:3]1[CH:4]=[N:5][CH:6]=[N:7][CH:8]=1)=[NH:2]. The catalyst class is: 275. (8) Reactant: [CH:1]1([C:4]2[CH:9]=[CH:8][C:7]([O:10][CH2:11][CH:12]3[O:17][CH2:16][CH2:15][CH2:14][CH:13]3[OH:18])=[CH:6][CH:5]=2)[CH2:3][CH2:2]1.C(N(CC)CC)C. Product: [CH:1]1([C:4]2[CH:9]=[CH:8][C:7]([O:10][CH2:11][CH:12]3[C:13](=[O:18])[CH2:14][CH2:15][CH2:16][O:17]3)=[CH:6][CH:5]=2)[CH2:3][CH2:2]1. The catalyst class is: 16. (9) Reactant: [CH:1]1([CH:4]([NH:7][C:8]2[C:13]([N+:14]([O-])=O)=[C:12]([C:17]3[CH:22]=[CH:21][C:20]([O:23][CH3:24])=[CH:19][C:18]=3[CH3:25])[CH:11]=[CH:10][N:9]=2)[CH2:5][CH3:6])[CH2:3][CH2:2]1.[NH4+].[OH-].[O-]S(S([O-])=O)=O.[Na+].[Na+]. Product: [CH:1]1([CH:4]([NH:7][C:8]2[C:13]([NH2:14])=[C:12]([C:17]3[CH:22]=[CH:21][C:20]([O:23][CH3:24])=[CH:19][C:18]=3[CH3:25])[CH:11]=[CH:10][N:9]=2)[CH2:5][CH3:6])[CH2:3][CH2:2]1. The catalyst class is: 38.